Predict the reactants needed to synthesize the given product. From a dataset of Full USPTO retrosynthesis dataset with 1.9M reactions from patents (1976-2016). (1) Given the product [CH2:1]([O:8][C:9]1[C:10]([O:40][CH3:39])=[N:11][C:12]2[C:17]([C:18]=1[Cl:19])=[CH:16][C:15]([C:20]([C:32]1[N:36]([CH3:37])[CH:35]=[N:34][CH:33]=1)([C:22]1[CH:23]=[N:24][C:25]([C:28]([F:31])([F:29])[F:30])=[CH:26][CH:27]=1)[OH:21])=[CH:14][CH:13]=2)[C:2]1[CH:7]=[CH:6][CH:5]=[CH:4][CH:3]=1, predict the reactants needed to synthesize it. The reactants are: [CH2:1]([O:8][C:9]1[C:10](Cl)=[N:11][C:12]2[C:17]([C:18]=1[Cl:19])=[CH:16][C:15]([C:20]([C:32]1[N:36]([CH3:37])[CH:35]=[N:34][CH:33]=1)([C:22]1[CH:23]=[N:24][C:25]([C:28]([F:31])([F:30])[F:29])=[CH:26][CH:27]=1)[OH:21])=[CH:14][CH:13]=2)[C:2]1[CH:7]=[CH:6][CH:5]=[CH:4][CH:3]=1.[CH3:39][O-:40].[Na+]. (2) Given the product [Cl:27][C:28]1[CH:29]=[C:30]([C:35]2[C:43]([C:44]([NH2:46])=[O:45])=[C:38]3[CH2:39][N:40]([C:51]([NH:24][C:3]([CH3:7])([CH2:2][F:1])[CH2:8][F:9])=[O:50])[CH2:41][CH2:42][N:37]3[N:36]=2)[CH:31]=[CH:32][C:33]=1[F:34], predict the reactants needed to synthesize it. The reactants are: [F:1][CH2:2][C:3]([CH2:8][F:9])([CH3:7])C(O)=O.C1C=CC(P([N:24]=[N+]=[N-])(C2C=CC=CC=2)=O)=CC=1.[Cl:27][C:28]1[CH:29]=[C:30]([C:35]2[C:43]([C:44]([NH2:46])=[O:45])=[C:38]3[CH2:39][NH:40][CH2:41][CH2:42][N:37]3[N:36]=2)[CH:31]=[CH:32][C:33]=1[F:34].C1[CH2:51][O:50]CC1. (3) Given the product [NH2:3][C@H:12]1[CH2:16][CH2:15][C@H:14]([NH:17][C:18]([NH:20][C:21]2[N:22]=[C:23]3[CH:29]=[CH:28][N:27]([CH2:30][O:31][CH2:32][CH2:33][Si:34]([CH3:37])([CH3:36])[CH3:35])[C:24]3=[N:25][CH:26]=2)=[O:19])[CH2:13]1, predict the reactants needed to synthesize it. The reactants are: O=C1C2C(=CC=CC=2)C(=O)[N:3]1[C@H:12]1[CH2:16][CH2:15][C@H:14]([NH:17][C:18]([NH:20][C:21]2[N:22]=[C:23]3[CH:29]=[CH:28][N:27]([CH2:30][O:31][CH2:32][CH2:33][Si:34]([CH3:37])([CH3:36])[CH3:35])[C:24]3=[N:25][CH:26]=2)=[O:19])[CH2:13]1.NN.CC(O)=O. (4) Given the product [F:13][C:14]1[CH:15]=[C:16]([C:2]2[CH:3]=[C:4]3[C:9](=[CH:10][CH:11]=2)[CH:8]=[C:7]([OH:12])[CH:6]=[CH:5]3)[CH:17]=[CH:18][C:19]=1[O:20][CH3:21], predict the reactants needed to synthesize it. The reactants are: Br[C:2]1[CH:3]=[C:4]2[C:9](=[CH:10][CH:11]=1)[CH:8]=[C:7]([OH:12])[CH:6]=[CH:5]2.[F:13][C:14]1[CH:15]=[C:16](B(O)O)[CH:17]=[CH:18][C:19]=1[O:20][CH3:21]. (5) Given the product [CH2:14]([O:18][C:19](=[O:23])[C@H:20]([CH3:22])[NH:21][C:10](=[O:12])[CH2:9][C:4]1[CH:5]=[CH:6][C:7]([Cl:8])=[C:2]([Cl:1])[CH:3]=1)[CH:15]([CH3:17])[CH3:16], predict the reactants needed to synthesize it. The reactants are: [Cl:1][C:2]1[CH:3]=[C:4]([CH2:9][C:10]([OH:12])=O)[CH:5]=[CH:6][C:7]=1[Cl:8].Cl.[CH2:14]([O:18][C:19](=[O:23])[C@H:20]([CH3:22])[NH2:21])[CH:15]([CH3:17])[CH3:16]. (6) Given the product [C:2]([OH:8])([C:4]([F:7])([F:6])[F:5])=[O:3].[CH3:61][O:62][C:63](=[O:64])[NH:65][C@@H:66]([CH:70]1[CH2:4][CH2:2][O:8][CH2:74][CH2:75]1)[C:67]([N:99]1[C@H:45]([C:43]2[NH:42][CH:41]=[C:40]([C:35]3[CH:34]=[CH:33][C:32]4[C:37](=[CH:38][CH:39]=[C:30]([C:29]#[C:28][C:25]5[N:24]=[C:23]([C@@H:22]6[CH2:21][C@@H:20]7[C@@H:18]([CH2:19]7)[N:17]6[C:15](=[O:16])[C@@H:14]([NH:13][C:11]([O:10][CH3:9])=[O:12])[CH:58]([CH3:60])[CH3:59])[NH:27][CH:26]=5)[CH:31]=4)[CH:36]=3)[N:44]=2)[CH2:95][C@@H:96]2[C@H:98]1[CH2:97]2)=[O:69], predict the reactants needed to synthesize it. The reactants are: Cl.[C:2]([OH:8])([C:4]([F:7])([F:6])[F:5])=[O:3].[CH3:9][O:10][C:11]([NH:13][C@@H:14]([CH:58]([CH3:60])[CH3:59])[C:15]([N:17]1[C@H:22]([C:23]2[NH:24][C:25]([C:28]#[C:29][C:30]3[CH:31]=[C:32]4[C:37](=[CH:38][CH:39]=3)[CH:36]=[C:35]([C:40]3[NH:44][C:43]([C@@H:45]5C[C@@H]6[C@@H](C6)N5C(OC(C)(C)C)=O)=[N:42][CH:41]=3)[CH:34]=[CH:33]4)=[CH:26][N:27]=2)[CH2:21][C@@H:20]2[C@H:18]1[CH2:19]2)=[O:16])=[O:12].[CH3:61][O:62][C:63]([NH:65][C@@H:66]([CH:70]1[CH2:75][CH2:74]OCC1)[C:67]([OH:69])=O)=[O:64].CCN(C(C)C)C(C)C.CN(C(ON1N=N[C:95]2[CH:96]=[CH:97][CH:98]=[N:99]C1=2)=[N+](C)C)C.F[P-](F)(F)(F)(F)F.